Dataset: Peptide-MHC class II binding affinity with 134,281 pairs from IEDB. Task: Regression. Given a peptide amino acid sequence and an MHC pseudo amino acid sequence, predict their binding affinity value. This is MHC class II binding data. (1) The peptide sequence is ADDLTAAINKGILVT. The MHC is DRB1_1501 with pseudo-sequence DRB1_1501. The binding affinity (normalized) is 0.454. (2) The peptide sequence is VSAISQTEVKEEGKE. The MHC is DRB1_1101 with pseudo-sequence DRB1_1101. The binding affinity (normalized) is 0. (3) The peptide sequence is CKKYFAATQFEPLAA. The MHC is HLA-DPA10301-DPB10402 with pseudo-sequence HLA-DPA10301-DPB10402. The binding affinity (normalized) is 0.925. (4) The peptide sequence is PRRWLRFCNPELSEI. The MHC is DRB1_0404 with pseudo-sequence DRB1_0404. The binding affinity (normalized) is 0.691. (5) The peptide sequence is EAMSQANSAILMQR. The MHC is HLA-DQA10301-DQB10302 with pseudo-sequence HLA-DQA10301-DQB10302. The binding affinity (normalized) is 0.323. (6) The peptide sequence is CDGSILGAAVNGKKS. The MHC is HLA-DQA10601-DQB10402 with pseudo-sequence HLA-DQA10601-DQB10402. The binding affinity (normalized) is 0. (7) The peptide sequence is RREVHIYYLEKANKI. The MHC is DRB1_0701 with pseudo-sequence DRB1_0701. The binding affinity (normalized) is 0.710. (8) The peptide sequence is KSSKPLVGPFNFRFM. The MHC is DRB1_1201 with pseudo-sequence DRB1_1201. The binding affinity (normalized) is 0.399. (9) The peptide sequence is EKKYFAATQFEPLAC. The MHC is DRB1_1602 with pseudo-sequence DRB1_1602. The binding affinity (normalized) is 0.718. (10) The binding affinity (normalized) is 0. The MHC is HLA-DPA10301-DPB10402 with pseudo-sequence HLA-DPA10301-DPB10402. The peptide sequence is SLHIYWGKEDDYG.